This data is from Full USPTO retrosynthesis dataset with 1.9M reactions from patents (1976-2016). The task is: Predict the reactants needed to synthesize the given product. (1) Given the product [CH2:1]([N:8]([CH3:34])[C:9]1[C:10]([C:28]([F:31])([F:29])[F:30])=[C:11]([CH:25]=[CH:26][CH:27]=1)[C:12]([NH:14][CH2:15][C:16]1[C:17](=[O:24])[NH:18][C:19]([CH3:23])=[CH:20][C:21]=1[CH3:22])=[O:13])[C:2]1[CH:3]=[CH:4][CH:5]=[CH:6][CH:7]=1, predict the reactants needed to synthesize it. The reactants are: [CH2:1]([NH:8][C:9]1[C:10]([C:28]([F:31])([F:30])[F:29])=[C:11]([CH:25]=[CH:26][CH:27]=1)[C:12]([NH:14][CH2:15][C:16]1[C:17](=[O:24])[NH:18][C:19]([CH3:23])=[CH:20][C:21]=1[CH3:22])=[O:13])[C:2]1[CH:7]=[CH:6][CH:5]=[CH:4][CH:3]=1.C=O.[C:34](O[BH-](OC(=O)C)OC(=O)C)(=O)C.[Na+].C(=O)C.C([O-])(O)=O.[Na+]. (2) Given the product [CH2:1]([O:3][C:4]([N:6]1[CH2:7][CH2:8][N:9]([CH2:12][C:13]#[C:14][C:16]2[CH:17]=[C:18]([CH3:23])[CH:19]=[CH:20][C:21]=2[F:22])[CH2:10][CH2:11]1)=[O:5])[CH3:2], predict the reactants needed to synthesize it. The reactants are: [CH2:1]([O:3][C:4]([N:6]1[CH2:11][CH2:10][N:9]([CH2:12][C:13]#[CH:14])[CH2:8][CH2:7]1)=[O:5])[CH3:2].Br[C:16]1[CH:17]=[C:18]([CH3:23])[CH:19]=[CH:20][C:21]=1[F:22].C(NC(C)C)(C)C.C(P(C(C)(C)C)C(C)(C)C)(C)(C)C. (3) Given the product [NH2:39][C:40]1[N:45]=[CH:44][N:43]=[C:42]2[N:46]([C@@H:5]3[O:27][C@H:26]([CH2:28][O:29][C:30](=[O:37])[C:31]4[CH:36]=[CH:35][CH:34]=[CH:33][CH:32]=4)[C@@H:16]([O:17][C:18](=[O:25])[C:19]4[CH:24]=[CH:23][CH:22]=[CH:21][CH:20]=4)[C@@:6]3([CH3:38])[O:7][C:8](=[O:15])[C:9]3[CH:14]=[CH:13][CH:12]=[CH:11][CH:10]=3)[N:47]=[C:48]([I:49])[C:41]=12, predict the reactants needed to synthesize it. The reactants are: C(O[CH:5]1[O:27][C@H:26]([CH2:28][O:29][C:30](=[O:37])[C:31]2[CH:36]=[CH:35][CH:34]=[CH:33][CH:32]=2)[C@@H:16]([O:17][C:18](=[O:25])[C:19]2[CH:24]=[CH:23][CH:22]=[CH:21][CH:20]=2)[C@@:6]1([CH3:38])[O:7][C:8](=[O:15])[C:9]1[CH:14]=[CH:13][CH:12]=[CH:11][CH:10]=1)(=O)C.[NH2:39][C:40]1[N:45]=[CH:44][N:43]=[C:42]2[NH:46][N:47]=[C:48]([I:49])[C:41]=12.B(F)(F)F.CCOCC. (4) Given the product [CH3:1][C:2]1([CH3:31])[N:6]([C:7]2[S:8][C:9]3[CH:15]=[C:14]([CH2:16][N:17]4[C:21]5[CH:22]=[CH:23][C:24]([O:26][CH2:33][CH2:34][OH:35])=[CH:25][C:20]=5[N:19]=[CH:18]4)[CH:13]=[CH:12][C:10]=3[N:11]=2)[C@@H:5]2[CH2:27][CH2:28][CH2:29][CH2:30][C@H:4]2[O:3]1, predict the reactants needed to synthesize it. The reactants are: [CH3:1][C:2]1([CH3:31])[N:6]([C:7]2[S:8][C:9]3[CH:15]=[C:14]([CH2:16][N:17]4[C:21]5[CH:22]=[CH:23][C:24]([OH:26])=[CH:25][C:20]=5[N:19]=[CH:18]4)[CH:13]=[CH:12][C:10]=3[N:11]=2)[C@@H:5]2[CH2:27][CH2:28][CH2:29][CH2:30][C@H:4]2[O:3]1.I[CH2:33][CH2:34][OH:35].C([O-])([O-])=O.[Cs+].[Cs+].CN1C(=O)CCC1. (5) Given the product [CH:7]([N:20]1[CH2:23][C:22](=[O:24])[CH2:21]1)([C:14]1[CH:19]=[CH:18][CH:17]=[CH:16][CH:15]=1)[C:8]1[CH:9]=[CH:10][CH:11]=[CH:12][CH:13]=1, predict the reactants needed to synthesize it. The reactants are: C(Cl)(=O)C(Cl)=O.[CH:7]([N:20]1[CH2:23][CH:22]([OH:24])[CH2:21]1)([C:14]1[CH:19]=[CH:18][CH:17]=[CH:16][CH:15]=1)[C:8]1[CH:13]=[CH:12][CH:11]=[CH:10][CH:9]=1.CCN(CC)CC.O.